From a dataset of Full USPTO retrosynthesis dataset with 1.9M reactions from patents (1976-2016). Predict the reactants needed to synthesize the given product. (1) Given the product [Cl:1][C:2]1[CH:7]=[CH:6][C:5]([CH:8]=[CH:9][S:10]([NH:16][C:17]2[CH:22]=[CH:21][C:20]([CH3:23])=[CH:19][C:18]=2[S:24]([NH2:27])(=[O:25])=[O:26])(=[O:12])=[O:11])=[C:4]([O:14][CH3:15])[CH:3]=1, predict the reactants needed to synthesize it. The reactants are: [Cl:1][C:2]1[CH:7]=[CH:6][C:5]([CH:8]=[CH:9][S:10](Cl)(=[O:12])=[O:11])=[C:4]([O:14][CH3:15])[CH:3]=1.[NH2:16][C:17]1[CH:22]=[CH:21][C:20]([CH3:23])=[CH:19][C:18]=1[S:24]([NH2:27])(=[O:26])=[O:25]. (2) Given the product [Br:1][CH2:47][C:39]1[CH:40]=[C:41]([F:46])[C:42]([N+:43]([O-:45])=[O:44])=[C:37]([C:34]([F:36])([F:33])[CH3:35])[CH:38]=1, predict the reactants needed to synthesize it. The reactants are: [Br:1]N1C(=O)C2C(=CC=CC=2)S1(=O)=O.C1C=CC(P(C2C=CC=CC=2)C2C=CC=CC=2)=CC=1.[F:33][C:34]([C:37]1[CH:38]=[C:39]([CH2:47]O)[CH:40]=[C:41]([F:46])[C:42]=1[N+:43]([O-:45])=[O:44])([F:36])[CH3:35]. (3) The reactants are: [C:1]([O:5][C:6]([N:8]1[CH2:13][CH2:12][CH:11]([OH:14])[CH2:10][CH2:9]1)=[O:7])([CH3:4])([CH3:3])[CH3:2].CC(C)([O-])C.[K+].[Cl:21][C:22]1[CH:27]=[C:26](Cl)[N:25]=[CH:24][N:23]=1.C(=O)(O)[O-].[Na+]. Given the product [C:1]([O:5][C:6]([N:8]1[CH2:13][CH2:12][CH:11]([O:14][C:26]2[CH:27]=[C:22]([Cl:21])[N:23]=[CH:24][N:25]=2)[CH2:10][CH2:9]1)=[O:7])([CH3:4])([CH3:2])[CH3:3], predict the reactants needed to synthesize it. (4) Given the product [NH2:33][CH2:32][CH2:31][CH2:30][N:29]([CH3:41])[C@H:26]1[CH2:25][CH2:24][C@H:23]([C:21]([NH:20][C:12]2[C:13]3=[N:14][CH:15]=[CH:16][CH:17]=[C:18]3[O:19][C:11]=2[C:9]([NH:8][C:5]2[CH:4]=[CH:3][C:2]([Cl:1])=[CH:7][N:6]=2)=[O:10])=[O:22])[CH2:28][CH2:27]1, predict the reactants needed to synthesize it. The reactants are: [Cl:1][C:2]1[CH:3]=[CH:4][C:5]([NH:8][C:9]([C:11]2[O:19][C:18]3[C:13](=[N:14][CH:15]=[CH:16][CH:17]=3)[C:12]=2[NH:20][C:21]([C@H:23]2[CH2:28][CH2:27][C@H:26]([N:29]([CH3:41])[CH2:30][CH2:31][CH2:32][NH:33]C(=O)OC(C)(C)C)[CH2:25][CH2:24]2)=[O:22])=[O:10])=[N:6][CH:7]=1.Cl.O1CCOCC1. (5) Given the product [CH2:15]([O:14][C:13]([NH:12][C@@H:7]1[CH2:6][C:5]2[C:9](=[CH:10][CH:11]=[C:3]([CH2:2][C:30]3[CH:31]=[C:32]([CH:37]=[C:38]([C:40]([F:41])([F:43])[F:42])[CH:39]=3)[C:33]([O:35][CH3:36])=[O:34])[CH:4]=2)[CH2:8]1)=[O:22])[C:16]1[CH:21]=[CH:20][CH:19]=[CH:18][CH:17]=1, predict the reactants needed to synthesize it. The reactants are: Cl[CH2:2][C:3]1[CH:4]=[C:5]2[C:9](=[CH:10][CH:11]=1)[CH2:8][C@H:7]([NH:12][C:13](=[O:22])[O:14][CH2:15][C:16]1[CH:21]=[CH:20][CH:19]=[CH:18][CH:17]=1)[CH2:6]2.CC1(C)COB([C:30]2[CH:31]=[C:32]([CH:37]=[C:38]([C:40]([F:43])([F:42])[F:41])[CH:39]=2)[C:33]([O:35][CH3:36])=[O:34])OC1.C(=O)([O-])[O-].[Na+].[Na+].C(Cl)Cl.